From a dataset of Full USPTO retrosynthesis dataset with 1.9M reactions from patents (1976-2016). Predict the reactants needed to synthesize the given product. (1) Given the product [NH:32]1[C:40]2[C:35](=[CH:36][C:37]([C:2]3[CH:10]=[C:9]4[C:5]([CH:6]=[N:7][NH:8]4)=[C:4]([NH:11][C:12]([C:14]4[N:15]=[C:16]([CH3:19])[S:17][CH:18]=4)=[O:13])[CH:3]=3)=[CH:38][CH:39]=2)[CH:34]=[CH:33]1, predict the reactants needed to synthesize it. The reactants are: Br[C:2]1[CH:10]=[C:9]2[C:5]([CH:6]=[N:7][NH:8]2)=[C:4]([NH:11][C:12]([C:14]2[N:15]=[C:16]([CH3:19])[S:17][CH:18]=2)=[O:13])[CH:3]=1.C(=O)([O-])[O-].[Na+].[Na+].O1CCOCC1.[NH:32]1[C:40]2[C:35](=[CH:36][C:37](B(O)O)=[CH:38][CH:39]=2)[CH:34]=[CH:33]1. (2) Given the product [F:22][C:23]1[CH:28]=[C:27]([N+:29]([O-:31])=[O:30])[CH:26]=[CH:25][C:24]=1[O:32][C:11]1[N:10]=[CH:9][N:8]=[C:7]([NH2:6])[CH:12]=1, predict the reactants needed to synthesize it. The reactants are: COC1C=C(OC)C=C(OC)C=1C[NH:6][C:7]1[CH:12]=[C:11](Cl)[N:10]=[CH:9][N:8]=1.[F:22][C:23]1[CH:28]=[C:27]([N+:29]([O-:31])=[O:30])[CH:26]=[CH:25][C:24]=1[OH:32].COCCOCCOC.